From a dataset of Catalyst prediction with 721,799 reactions and 888 catalyst types from USPTO. Predict which catalyst facilitates the given reaction. (1) Reactant: [CH:1]1([CH2:4][O:5][C:6]2[CH:15]=[C:14]([N+:16]([O-])=O)[CH:13]=[CH:12][C:7]=2[C:8]([O:10][CH3:11])=[O:9])[CH2:3][CH2:2]1. Product: [NH2:16][C:14]1[CH:13]=[CH:12][C:7]([C:8]([O:10][CH3:11])=[O:9])=[C:6]([O:5][CH2:4][CH:1]2[CH2:3][CH2:2]2)[CH:15]=1. The catalyst class is: 19. (2) Reactant: [CH3:1][O:2][C:3]([C:5]1[CH:6]=[C:7]2[C:12](=[CH:13][CH:14]=1)[N:11]([C:15](=[O:17])[CH3:16])[C:10]([CH3:19])([CH3:18])[CH:9]=[C:8]2[CH3:20])=[O:4].[Al+3].[Cl-].[Cl-].[Cl-]. Product: [CH3:1][O:2][C:3]([C:5]1[CH:6]=[C:7]2[C:12](=[CH:13][CH:14]=1)[N:11]([C:15](=[O:17])[CH3:16])[C:10]([CH3:19])([CH3:18])[CH2:9][C:8]2([C:5]1[CH:6]=[CH:7][CH:12]=[CH:13][CH:14]=1)[CH3:20])=[O:4]. The catalyst class is: 48. (3) Reactant: Cl.Cl.[NH2:3][CH2:4][CH2:5][CH2:6][CH2:7][CH2:8][CH2:9][CH2:10][CH2:11][CH2:12][N:13]1[CH2:18][CH2:17][CH:16]([O:19][C:20](=[O:34])[NH:21][C:22]2[CH:27]=[CH:26][CH:25]=[CH:24][C:23]=2[C:28]2[CH:33]=[CH:32][CH:31]=[CH:30][CH:29]=2)[CH2:15][CH2:14]1. Product: [NH2:3][CH2:4][CH2:5][CH2:6][CH2:7][CH2:8][CH2:9][CH2:10][CH2:11][CH2:12][N:13]1[CH2:18][CH2:17][CH:16]([O:19][C:20](=[O:34])[NH:21][C:22]2[CH:27]=[CH:26][CH:25]=[CH:24][C:23]=2[C:28]2[CH:33]=[CH:32][CH:31]=[CH:30][CH:29]=2)[CH2:15][CH2:14]1. The catalyst class is: 4. (4) Reactant: [OH:1][CH2:2][CH:3]1[CH2:8][CH2:7][N:6]([C:9]([O:11][C:12]([CH3:15])([CH3:14])[CH3:13])=[O:10])[CH2:5][CH2:4]1.C(N(C(C)C)CC)(C)C.ClC(Cl)(O[C:29](=[O:35])OC(Cl)(Cl)Cl)Cl.[CH2:37]([C:41]1[N:42]=[C:43]([C:46]2[CH:52]=[CH:51][CH:50]=[CH:49][C:47]=2[NH2:48])[S:44][CH:45]=1)[CH:38]([CH3:40])[CH3:39].C(=O)(O)[O-].[Na+]. Product: [CH2:37]([C:41]1[N:42]=[C:43]([C:46]2[CH:52]=[CH:51][CH:50]=[CH:49][C:47]=2[NH:48][C:29]([O:1][CH2:2][CH:3]2[CH2:8][CH2:7][N:6]([C:9]([O:11][C:12]([CH3:15])([CH3:14])[CH3:13])=[O:10])[CH2:5][CH2:4]2)=[O:35])[S:44][CH:45]=1)[CH:38]([CH3:40])[CH3:39]. The catalyst class is: 1. (5) Product: [CH3:9][O:8][C:7]1[CH:6]=[CH:5][C:4]([CH:10]2[CH2:11][CH2:12][NH:13][CH2:14][CH2:15]2)=[C:3]([CH3:18])[CH:2]=1. Reactant: F[C:2]1[CH:3]=[C:4]([C:10]2[CH2:11][CH2:12][NH:13][CH2:14][CH:15]=2)[CH:5]=[CH:6][C:7]=1[O:8][CH3:9].[H][H].[CH3:18]O. The catalyst class is: 45. (6) Reactant: [Cl:1][C:2]1[C:3]([N+:9]([O-])=O)=[C:4]([CH:6]=[CH:7][CH:8]=1)[NH2:5].[Cl-].[NH4+].C(O)C. Product: [Cl:1][C:2]1[CH:8]=[CH:7][CH:6]=[C:4]([NH2:5])[C:3]=1[NH2:9]. The catalyst class is: 739. (7) Reactant: [C@H:1]1([C:11](OC)=[O:12])[CH2:6][CH2:5][C@H:4]([C:7](OC)=[O:8])[CH2:3][CH2:2]1.[H-].[H-].[H-].[H-].[Li+].[Al+3]. Product: [C@H:1]1([CH2:11][OH:12])[CH2:6][CH2:5][C@H:4]([CH2:7][OH:8])[CH2:3][CH2:2]1. The catalyst class is: 1. (8) Reactant: Cl.[CH2:2]([C:6]1([N:16]([CH3:18])[CH3:17])[CH2:15][CH2:14][C:9]2(OCC[O:10]2)[CH2:8][CH2:7]1)[CH2:3][CH2:4][CH3:5].Cl. Product: [CH2:2]([C:6]1([N:16]([CH3:18])[CH3:17])[CH2:15][CH2:14][C:9](=[O:10])[CH2:8][CH2:7]1)[CH2:3][CH2:4][CH3:5]. The catalyst class is: 6.